From a dataset of Forward reaction prediction with 1.9M reactions from USPTO patents (1976-2016). Predict the product of the given reaction. (1) Given the reactants [F:1][C:2]1[CH:3]=[C:4]([CH:7]=[C:8]([O:11][CH3:12])[C:9]=1[OH:10])[CH:5]=[O:6].C(=O)([O-])[O-].[K+].[K+].Br[CH2:20][CH:21]1[CH2:23][CH2:22]1, predict the reaction product. The product is: [CH:21]1([CH2:20][O:10][C:9]2[C:8]([O:11][CH3:12])=[CH:7][C:4]([CH:5]=[O:6])=[CH:3][C:2]=2[F:1])[CH2:23][CH2:22]1. (2) Given the reactants [N+:1]([O-:4])(O)=[O:2].C(OC(=O)C)(=O)C.[C:12]([C:15]1[CH:16]=[C:17]([NH:21][C:22](=[O:24])[CH3:23])[CH:18]=[CH:19][CH:20]=1)(=[O:14])[CH3:13], predict the reaction product. The product is: [C:12]([C:15]1[CH:20]=[CH:19][C:18]([N+:1]([O-:4])=[O:2])=[C:17]([NH:21][C:22](=[O:24])[CH3:23])[CH:16]=1)(=[O:14])[CH3:13].